The task is: Regression. Given two drug SMILES strings and cell line genomic features, predict the synergy score measuring deviation from expected non-interaction effect.. This data is from NCI-60 drug combinations with 297,098 pairs across 59 cell lines. (1) Synergy scores: CSS=81.2, Synergy_ZIP=15.5, Synergy_Bliss=14.2, Synergy_Loewe=-5.59, Synergy_HSA=13.3. Drug 1: CC1=C2C(C(=O)C3(C(CC4C(C3C(C(C2(C)C)(CC1OC(=O)C(C(C5=CC=CC=C5)NC(=O)OC(C)(C)C)O)O)OC(=O)C6=CC=CC=C6)(CO4)OC(=O)C)OC)C)OC. Drug 2: CCC(=C(C1=CC=CC=C1)C2=CC=C(C=C2)OCCN(C)C)C3=CC=CC=C3.C(C(=O)O)C(CC(=O)O)(C(=O)O)O. Cell line: K-562. (2) Drug 1: C(CC(=O)O)C(=O)CN.Cl. Drug 2: C1=NNC2=C1C(=O)NC=N2. Cell line: HCT-15. Synergy scores: CSS=-0.699, Synergy_ZIP=0.755, Synergy_Bliss=1.65, Synergy_Loewe=-2.19, Synergy_HSA=-1.45.